This data is from Forward reaction prediction with 1.9M reactions from USPTO patents (1976-2016). The task is: Predict the product of the given reaction. (1) Given the reactants [OH:1][CH:2]1[CH2:6][CH2:5][N:4]([C:7]([N:9]2[CH2:14][CH:13]([C:15]3[CH:20]=[CH:19][C:18]([O:21][C:22]([F:25])([F:24])[F:23])=[CH:17][CH:16]=3)[CH2:12][CH:11]([C:26](O)=[O:27])[CH2:10]2)=[O:8])[CH2:3]1.O[N:30]=[C:31]([NH2:35])[CH:32]([CH3:34])[CH3:33], predict the reaction product. The product is: [OH:1][CH:2]1[CH2:6][CH2:5][N:4]([C:7]([N:9]2[CH2:14][CH:13]([C:15]3[CH:20]=[CH:19][C:18]([O:21][C:22]([F:24])([F:23])[F:25])=[CH:17][CH:16]=3)[CH2:12][CH:11]([C:26]3[O:27][N:35]=[C:31]([CH:32]([CH3:34])[CH3:33])[N:30]=3)[CH2:10]2)=[O:8])[CH2:3]1. (2) Given the reactants C([O:4][C@@H:5]([C:30]([NH:32][C:33]1[CH:38]=[CH:37][C:36]([C:39]#[N:40])=[CH:35][CH:34]=1)=[O:31])[C@@H:6](CC([O-])=O)[C:7]([N:9]([C:17]1[CH:25]=[C:24]2[C:20]([CH:21]=[CH:22][NH:23]2)=[CH:19][CH:18]=1)[CH2:10][CH2:11][O:12]S(C)(=O)=O)=[O:8])(=O)C.C([O-])([O-])=O.[K+].[K+].Cl.O, predict the reaction product. The product is: [C:39]([C:36]1[CH:37]=[CH:38][C:33]([NH:32][C:30](=[O:31])[C@H:5]([OH:4])[C@H:6]2[O:12][CH2:11][CH2:10][N:9]([C:17]3[CH:25]=[C:24]4[C:20]([CH:21]=[CH:22][NH:23]4)=[CH:19][CH:18]=3)[C:7]2=[O:8])=[CH:34][CH:35]=1)#[N:40]. (3) Given the reactants C(=O)([O-])[O-].[Cs+].[Cs+].Br[CH2:8][C:9]1[CH:18]=[CH:17][C:16]2[C:11](=[CH:12][CH:13]=[CH:14][CH:15]=2)[CH:10]=1.[OH:19][C:20]1[CH:25]=[CH:24][C:23]([S:26]([NH:29][CH2:30][C@H:31]([N:36]2[CH2:41][CH2:40][CH2:39][CH2:38][CH2:37]2)[C:32]([O:34][CH3:35])=[O:33])(=[O:28])=[O:27])=[CH:22][CH:21]=1, predict the reaction product. The product is: [CH:10]1[C:11]2[C:16](=[CH:15][CH:14]=[CH:13][CH:12]=2)[CH:17]=[CH:18][C:9]=1[CH2:8][O:19][C:20]1[CH:21]=[CH:22][C:23]([S:26]([NH:29][CH2:30][C@H:31]([N:36]2[CH2:41][CH2:40][CH2:39][CH2:38][CH2:37]2)[C:32]([O:34][CH3:35])=[O:33])(=[O:28])=[O:27])=[CH:24][CH:25]=1. (4) Given the reactants [F:1][C@H:2]([C:4]1[S:8][C:7]2=[N:9][C:10]([C:12]3[O:13][C:14]4[CH:20]=[C:19]([O:21][CH3:22])[CH:18]=[C:17]([O:23][CH2:24][C:25]5[N:26]=[C:27]([C:30]6(O)[CH2:35][CH:34]([CH3:36])[O:33][CH:32]([CH3:37])[CH2:31]6)[S:28][CH:29]=5)[C:15]=4[CH:16]=3)=[CH:11][N:6]2[N:5]=1)[CH3:3].CCN(S(F)(F)[F:45])CC, predict the reaction product. The product is: [F:45][C:30]1([C:27]2[S:28][CH:29]=[C:25]([CH2:24][O:23][C:17]3[C:15]4[CH:16]=[C:12]([C:10]5[N:9]=[C:7]6[N:6]([CH:11]=5)[N:5]=[C:4]([C@@H:2]([F:1])[CH3:3])[S:8]6)[O:13][C:14]=4[CH:20]=[C:19]([O:21][CH3:22])[CH:18]=3)[N:26]=2)[CH2:31][CH:32]([CH3:37])[O:33][CH:34]([CH3:36])[CH2:35]1. (5) Given the reactants [Cl:1][C:2]1[N:10]=[C:9]2[C:5]([N:6]([CH:11]([C@H:13]3[CH2:18][CH2:17][C@H:16]([CH3:19])[CH2:15][CH2:14]3)[CH3:12])[CH:7]=[N:8]2)=[C:4](Cl)[N:3]=1.Cl.[CH:22]1([C@H:26]([NH2:28])[CH3:27])[CH2:25][CH2:24][CH2:23]1.CCN(C(C)C)C(C)C, predict the reaction product. The product is: [Cl:1][C:2]1[N:10]=[C:9]2[C:5]([N:6]([CH:11]([C@H:13]3[CH2:18][CH2:17][C@H:16]([CH3:19])[CH2:15][CH2:14]3)[CH3:12])[CH:7]=[N:8]2)=[C:4]([NH:28][C@@H:26]([CH:22]2[CH2:25][CH2:24][CH2:23]2)[CH3:27])[N:3]=1. (6) Given the reactants [F:1][C:2]1[CH:7]=[CH:6][C:5]([NH:8][CH2:9][C:10]#[N:11])=[CH:4][CH:3]=1.[C:12](=O)([O-])[O-].[Cs+].[Cs+], predict the reaction product. The product is: [F:1][C:2]1[CH:3]=[CH:4][C:5]([N:8]([CH2:9][C:10]#[N:11])[CH3:12])=[CH:6][CH:7]=1.